Dataset: Full USPTO retrosynthesis dataset with 1.9M reactions from patents (1976-2016). Task: Predict the reactants needed to synthesize the given product. (1) Given the product [CH3:1][O:2][C:3](=[O:13])[C:4]1[CH:9]=[CH:8][CH:7]=[C:6]([CH2:10][CH2:11][NH2:12])[CH:5]=1, predict the reactants needed to synthesize it. The reactants are: [CH3:1][O:2][C:3](=[O:13])[C:4]1[CH:9]=[CH:8][CH:7]=[C:6]([CH2:10][C:11]#[N:12])[CH:5]=1.Cl. (2) Given the product [CH3:28][S:29]([NH:1][C:2]1[CH:3]=[C:4]([CH:19]=[CH:20][CH:21]=1)[CH2:5][N:6]1[CH2:10][CH2:9][C@@H:8]([NH:11][C:12](=[O:18])[O:13][C:14]([CH3:15])([CH3:16])[CH3:17])[CH2:7]1)(=[O:31])=[O:30], predict the reactants needed to synthesize it. The reactants are: [NH2:1][C:2]1[CH:3]=[C:4]([CH:19]=[CH:20][CH:21]=1)[CH2:5][N:6]1[CH2:10][CH2:9][C@@H:8]([NH:11][C:12](=[O:18])[O:13][C:14]([CH3:17])([CH3:16])[CH3:15])[CH2:7]1.N1C=CC=CC=1.[CH3:28][S:29](Cl)(=[O:31])=[O:30].O. (3) Given the product [CH2:28]([N:30]1[C:42]2[CH:41]=[CH:40][C:39]([NH:43][C:10]([C@@H:9]3[CH2:13][C:14](=[CH2:16])[CH2:15][N:8]3[C:6]([NH:17][C:20]3[CH:25]=[CH:24][CH:23]=[C:22]([O:26][CH3:27])[CH:21]=3)=[O:7])=[O:12])=[CH:38][C:37]=2[C:36]2[C:31]1=[CH:32][CH:33]=[CH:34][CH:35]=2)[CH3:29], predict the reactants needed to synthesize it. The reactants are: C(O[C:6]([N:8]1[CH2:15][C:14](=[CH2:16])[CH2:13][C@H:9]1[C:10]([OH:12])=O)=[O:7])(C)(C)C.[N:17]([C:20]1[CH:25]=[CH:24][CH:23]=[C:22]([O:26][CH3:27])[CH:21]=1)=C=O.[CH2:28]([N:30]1[C:42]2[CH:41]=[CH:40][C:39]([NH2:43])=[CH:38][C:37]=2[C:36]2[C:31]1=[CH:32][CH:33]=[CH:34][CH:35]=2)[CH3:29].